Dataset: Full USPTO retrosynthesis dataset with 1.9M reactions from patents (1976-2016). Task: Predict the reactants needed to synthesize the given product. (1) Given the product [F:1][C:2]1[CH:3]=[C:4]([NH:5][C:10](=[S:11])[S-:12])[CH:6]=[CH:7][C:8]=1[F:9].[CH2:13]([NH+:15]([CH2:18][CH3:19])[CH2:16][CH3:17])[CH3:14], predict the reactants needed to synthesize it. The reactants are: [F:1][C:2]1[CH:3]=[C:4]([CH:6]=[CH:7][C:8]=1[F:9])[NH2:5].[C:10](=[S:12])=[S:11].[CH2:13]([N:15]([CH2:18][CH3:19])[CH2:16][CH3:17])[CH3:14]. (2) Given the product [C:23]([O:22][C:20]([NH:19][C@:13]12[CH2:14][C@H:15]([CH3:18])[C@H:16]1[CH2:17][NH:11][CH2:12]2)=[O:21])([CH3:26])([CH3:24])[CH3:25], predict the reactants needed to synthesize it. The reactants are: C(OC([N:11]1[CH2:17][C@H:16]2[C@:13]([NH:19][C:20]([O:22][C:23]([CH3:26])([CH3:25])[CH3:24])=[O:21])([CH2:14][C@@H:15]2[CH3:18])[CH2:12]1)=O)C1C=CC=CC=1.[H][H]. (3) Given the product [C:1]([O:5][C:6](=[O:25])[NH:7][C:8]1[O:9][CH2:10][C:11]([F:24])([F:23])[C@:12]([C:15]2[C:20]([F:21])=[CH:19][CH:18]=[C:17]([NH:36][C:34]([C:31]3[C:30]([CH3:37])=[CH:29][C:28]([C:26]#[N:27])=[CH:33][N:32]=3)=[O:35])[N:16]=2)([CH3:14])[N:13]=1)([CH3:4])([CH3:3])[CH3:2], predict the reactants needed to synthesize it. The reactants are: [C:1]([O:5][C:6](=[O:25])[NH:7][C:8]1[O:9][CH2:10][C:11]([F:24])([F:23])[C@:12]([C:15]2[C:20]([F:21])=[CH:19][CH:18]=[C:17](Br)[N:16]=2)([CH3:14])[N:13]=1)([CH3:4])([CH3:3])[CH3:2].[C:26]([C:28]1[CH:29]=[C:30]([CH3:37])[C:31]([C:34]([NH2:36])=[O:35])=[N:32][CH:33]=1)#[N:27].CC1(C)C2C(=C(P(C3C=CC=CC=3)C3C=CC=CC=3)C=CC=2)OC2C(P(C3C=CC=CC=3)C3C=CC=CC=3)=CC=CC1=2.C(=O)([O-])[O-].[Cs+].[Cs+].